This data is from Reaction yield outcomes from USPTO patents with 853,638 reactions. The task is: Predict the reaction yield, written as a fraction of the theoretical maximum amount of product (1.0 means a 100% yield; for example, 0.34 means a 34% yield). (1) The yield is 0.910. The product is [Cl:12][C:11]1[C:6]([C:4]([OH:5])=[O:3])=[CH:7][N:8]([CH3:14])[C:9](=[O:13])[CH:10]=1. The reactants are C([O:3][C:4]([C:6]1[C:11]([Cl:12])=[CH:10][C:9](=[O:13])[N:8]([CH3:14])[CH:7]=1)=[O:5])C.C1COCC1.[Li+].[OH-].Cl. The catalyst is CO. (2) The reactants are [CH2:1]([Sn](CCCC)(CCCC)C=C)[CH2:2]CC.[Cl-].[Li+].Br[C:19]1[CH:20]=[CH:21][CH:22]=[C:23]2[C:27]=1[NH:26][CH:25]=[CH:24]2.O. The catalyst is CN(C)C=O.C1([Pd-2](Cl)(Cl)C2C=CC=CC=2)C=CC=CC=1.C1(P(C2C=CC=CC=2)C2C=CC=CC=2)C=CC=CC=1.C(OCC)(=O)C. The product is [CH:1]([C:19]1[CH:20]=[CH:21][CH:22]=[C:23]2[C:27]=1[NH:26][CH:25]=[CH:24]2)=[CH2:2]. The yield is 0.800. (3) The reactants are [CH3:1][NH:2][C:3]1[CH:8]=[CH:7][C:6]([N+:9]([O-:11])=[O:10])=[CH:5][CH:4]=1.[Br:12]Br.C([O-])(O)=O.[Na+]. The catalyst is CC(O)=O.C(Cl)(Cl)Cl. The product is [Br:12][C:4]1[CH:5]=[C:6]([N+:9]([O-:11])=[O:10])[CH:7]=[CH:8][C:3]=1[NH:2][CH3:1].[Br:12][C:4]1[CH:5]=[C:6]([N+:9]([O-:11])=[O:10])[CH:7]=[CH:8][C:3]=1[NH:2][CH3:1]. The yield is 0.990.